The task is: Regression/Classification. Given a drug SMILES string, predict its absorption, distribution, metabolism, or excretion properties. Task type varies by dataset: regression for continuous measurements (e.g., permeability, clearance, half-life) or binary classification for categorical outcomes (e.g., BBB penetration, CYP inhibition). Dataset: cyp3a4_veith.. This data is from CYP3A4 inhibition data for predicting drug metabolism from PubChem BioAssay. (1) The molecule is COc1cc2c(cc1OC)-c1cc(NCc3ccccn3)nc(=O)n1CC2. The result is 0 (non-inhibitor). (2) The molecule is CN(C)c1nc(-c2ccc3c(c2)OCO3)nc2ccccc12. The result is 1 (inhibitor). (3) The molecule is O=C(c1cc(C(F)(F)F)cc(C(F)(F)F)c1)N1CCC2(CCN(Cc3ccccc3)CC2)CC1. The result is 0 (non-inhibitor).